This data is from Catalyst prediction with 721,799 reactions and 888 catalyst types from USPTO. The task is: Predict which catalyst facilitates the given reaction. (1) Reactant: Cl.CN(C)C.C(N(CC)CC)C.[F:13][C@H:14]1[C@@H:19]([CH2:20][CH2:21][OH:22])[CH2:18][CH2:17][O:16][CH2:15]1.[C:23]1([CH3:33])[CH:28]=[CH:27][C:26]([S:29](Cl)(=[O:31])=[O:30])=[CH:25][CH:24]=1. Product: [CH3:33][C:23]1[CH:28]=[CH:27][C:26]([S:29]([O:22][CH2:21][CH2:20][C@H:19]2[CH2:18][CH2:17][O:16][CH2:15][C@H:14]2[F:13])(=[O:31])=[O:30])=[CH:25][CH:24]=1. The catalyst class is: 93. (2) Reactant: [O:1]1[CH2:6][C:5](=O)[NH:4][C:3]2[CH:8]=[N:9][CH:10]=[CH:11][C:2]1=2.[H-].[Al+3].[Li+].[H-].[H-].[H-].O.[OH-].[Na+]. Product: [O:1]1[CH2:6][CH2:5][NH:4][C:3]2[CH:8]=[N:9][CH:10]=[CH:11][C:2]1=2. The catalyst class is: 7. (3) Reactant: [C:1]([C:3]1[CH:4]=[N:5][N:6]2[C:11]([C:12]([F:15])([F:14])[F:13])=[CH:10][C:9]([C:16]3[CH:21]=[CH:20][C:19]([C:22]([F:25])([F:24])[F:23])=[CH:18][CH:17]=3)=[N:8][C:7]=12)#[CH:2].[N:26]1[CH:31]=[CH:30][CH:29]=[C:28]([NH:32][S:33]([C:36]2[S:37][C:38](Br)=[CH:39][CH:40]=2)(=[O:35])=[O:34])[CH:27]=1.C(O)(C(F)(F)F)=O. Product: [N:26]1[CH:31]=[CH:30][CH:29]=[C:28]([NH:32][S:33]([C:36]2[S:37][C:38]([C:2]#[C:1][C:3]3[CH:4]=[N:5][N:6]4[C:11]([C:12]([F:14])([F:13])[F:15])=[CH:10][C:9]([C:16]5[CH:21]=[CH:20][C:19]([C:22]([F:25])([F:24])[F:23])=[CH:18][CH:17]=5)=[N:8][C:7]=34)=[CH:39][CH:40]=2)(=[O:34])=[O:35])[CH:27]=1. The catalyst class is: 4. (4) Reactant: [N:1]([CH2:4][C@H:5]([C:7]1[CH:12]=[CH:11][CH:10]=[C:9]([Cl:13])[CH:8]=1)[OH:6])=[N+]=[N-].[BH4-].[Na+].C(O)(C)C. Product: [NH2:1][CH2:4][C@H:5]([C:7]1[CH:12]=[CH:11][CH:10]=[C:9]([Cl:13])[CH:8]=1)[OH:6]. The catalyst class is: 5. (5) Product: [CH:1]1([CH:7]([NH:24][C:25]2[CH:30]=[CH:29][C:28]([C:31]([NH:33][CH2:34][CH2:35][C:36]([OH:38])=[O:37])=[O:32])=[CH:27][CH:26]=2)[C:8]2[O:9][C:10]3[CH:17]=[CH:16][C:15]([O:18][CH2:19][CH2:20][CH2:21][S:22][CH3:23])=[CH:14][C:11]=3[C:12]=2[CH3:13])[CH2:2][CH2:3][CH2:4][CH2:5][CH2:6]1. Reactant: [CH:1]1([CH:7]([NH:24][C:25]2[CH:30]=[CH:29][C:28]([C:31]([NH:33][CH2:34][CH2:35][C:36]([O:38]CC)=[O:37])=[O:32])=[CH:27][CH:26]=2)[C:8]2[O:9][C:10]3[CH:17]=[CH:16][C:15]([O:18][CH2:19][CH2:20][CH2:21][S:22][CH3:23])=[CH:14][C:11]=3[C:12]=2[CH3:13])[CH2:6][CH2:5][CH2:4][CH2:3][CH2:2]1.[OH-].[Na+]. The catalyst class is: 8. (6) Reactant: [NH2:1][C:2]1[CH:7]=[C:6](Cl)[CH:5]=[CH:4][N:3]=1.[C:9]1(B2OC(C)(C)C(C)(C)O2)[CH2:14][CH2:13][CH2:12][CH2:11][CH:10]=1.C(=O)([O-])[O-].[K+].[K+]. Product: [C:9]1([C:6]2[CH:5]=[CH:4][N:3]=[C:2]([NH2:1])[CH:7]=2)[CH2:14][CH2:13][CH2:12][CH2:11][CH:10]=1. The catalyst class is: 455. (7) The catalyst class is: 36. Product: [F:8][C:9]1[CH:10]=[C:11]([NH:20][C:21]([C@@H:23]2[N:32]([C:33]([C@@H:35]3[CH2:38][C@H:37]([CH2:39][C:40]([O:42][CH3:3])=[O:41])[CH2:36]3)=[O:34])[CH2:31][CH2:30][C:29]3[N:28]=[C:27]([O:43][CH3:44])[CH:26]=[CH:25][C:24]2=3)=[O:22])[CH:12]=[C:13]2[C:17]=1[C:16]([CH3:19])([CH3:18])[CH2:15][CH2:14]2. Reactant: [N+](=[CH:3][Si](C)(C)C)=[N-].[F:8][C:9]1[CH:10]=[C:11]([NH:20][C:21]([C@@H:23]2[N:32]([C:33]([C@@H:35]3[CH2:38][C@H:37]([CH2:39][C:40]([OH:42])=[O:41])[CH2:36]3)=[O:34])[CH2:31][CH2:30][C:29]3[N:28]=[C:27]([O:43][CH3:44])[CH:26]=[CH:25][C:24]2=3)=[O:22])[CH:12]=[C:13]2[C:17]=1[C:16]([CH3:19])([CH3:18])[CH2:15][CH2:14]2.O.C(OCC)(=O)C. (8) Reactant: [CH2:1]([O:8][C:9]1[C:14]([C:15](=O)[CH3:16])=[C:13]([OH:18])[C:12]([O:19][C:20]2[C:28]([CH3:29])=[CH:27][C:26]([N+:30]([O-:32])=[O:31])=[C:25]3[C:21]=2[CH2:22][CH2:23][CH2:24]3)=[CH:11][CH:10]=1)[C:2]1[CH:7]=[CH:6][CH:5]=[CH:4][CH:3]=1.C([SiH](CC)CC)C.FC(F)(F)C(O)=O.O. Product: [CH2:1]([O:8][C:9]1[C:14]([CH2:15][CH3:16])=[C:13]([OH:18])[C:12]([O:19][C:20]2[C:28]([CH3:29])=[CH:27][C:26]([N+:30]([O-:32])=[O:31])=[C:25]3[C:21]=2[CH2:22][CH2:23][CH2:24]3)=[CH:11][CH:10]=1)[C:2]1[CH:7]=[CH:6][CH:5]=[CH:4][CH:3]=1. The catalyst class is: 4. (9) Reactant: [NH2:1][C:2]1[CH:3]=[CH:4][C:5]2[O:9][C:8](=[O:10])[NH:7][C:6]=2[CH:11]=1.[CH2:12]([CH:19]1[CH2:24][CH2:23][N:22]([C:25](=[O:29])[C:26](O)=[O:27])[CH2:21][CH2:20]1)[C:13]1[CH:18]=[CH:17][CH:16]=[CH:15][CH:14]=1. Product: [CH2:12]([CH:19]1[CH2:20][CH2:21][N:22]([C:25](=[O:29])[C:26]([NH:1][C:2]2[CH:3]=[CH:4][C:5]3[O:9][C:8](=[O:10])[NH:7][C:6]=3[CH:11]=2)=[O:27])[CH2:23][CH2:24]1)[C:13]1[CH:14]=[CH:15][CH:16]=[CH:17][CH:18]=1. The catalyst class is: 6. (10) Reactant: [OH-].[Li+].[F:3][C:4]1[CH:5]=[C:6]([CH:11]2[CH2:16][N:15]([C:17]([O:19][C:20]([CH3:23])([CH3:22])[CH3:21])=[O:18])[CH:14]([CH:24]3[CH2:29][CH2:28][O:27][CH2:26][CH2:25]3)[C:13](=[O:30])[N:12]2[CH2:31][C:32]([O:34]C)=[O:33])[CH:7]=[C:8]([F:10])[CH:9]=1.Cl. Product: [C:20]([O:19][C:17]([N:15]1[CH2:16][CH:11]([C:6]2[CH:5]=[C:4]([F:3])[CH:9]=[C:8]([F:10])[CH:7]=2)[N:12]([CH2:31][C:32]([OH:34])=[O:33])[C:13](=[O:30])[CH:14]1[CH:24]1[CH2:25][CH2:26][O:27][CH2:28][CH2:29]1)=[O:18])([CH3:23])([CH3:21])[CH3:22]. The catalyst class is: 20.